From a dataset of Forward reaction prediction with 1.9M reactions from USPTO patents (1976-2016). Predict the product of the given reaction. Given the reactants [CH3:1][C:2]1[CH:7]=[CH:6][C:5]([NH2:8])=[CH:4][C:3]=1[N+:9]([O-:11])=[O:10].[CH:12]1([C:15](O)=[O:16])[CH2:14][CH2:13]1.CN(C(ON1N=NC2C=CC=NC1=2)=[N+](C)C)C.F[P-](F)(F)(F)(F)F.CCN(C(C)C)C(C)C, predict the reaction product. The product is: [CH3:1][C:2]1[CH:7]=[CH:6][C:5]([NH:8][C:15]([CH:12]2[CH2:14][CH2:13]2)=[O:16])=[CH:4][C:3]=1[N+:9]([O-:11])=[O:10].